From a dataset of Reaction yield outcomes from USPTO patents with 853,638 reactions. Predict the reaction yield, written as a fraction of the theoretical maximum amount of product (1.0 means a 100% yield; for example, 0.34 means a 34% yield). (1) The reactants are [Cl:1][C:2]1[CH:3]=[C:4]([C:9]2([C:15]([OH:17])=O)[CH2:14][CH2:13][CH2:12][CH2:11][CH2:10]2)[CH:5]=[CH:6][C:7]=1[Cl:8].[CH2:18]([NH2:20])[CH3:19]. No catalyst specified. The product is [Cl:1][C:2]1[CH:3]=[C:4]([C:9]2([C:15]([NH:20][CH2:18][CH3:19])=[O:17])[CH2:10][CH2:11][CH2:12][CH2:13][CH2:14]2)[CH:5]=[CH:6][C:7]=1[Cl:8]. The yield is 0.280. (2) The reactants are [NH2:1][C:2]1[CH:30]=[CH:29][C:5]2[NH:6][C:7]([C:12]3[C:13](=[O:28])[N:14]([CH2:23][CH2:24][CH:25]([CH3:27])[CH3:26])[C:15]4[C:20]([C:21]=3[OH:22])=[CH:19][CH:18]=[CH:17][N:16]=4)=[N:8][S:9](=[O:11])(=[O:10])[C:4]=2[CH:3]=1.[S:31]1[CH:35]=[CH:34][CH:33]=[C:32]1[S:36](Cl)(=[O:38])=[O:37]. The catalyst is N1C=CC=CC=1. The product is [OH:22][C:21]1[C:20]2[C:15](=[N:16][CH:17]=[CH:18][CH:19]=2)[N:14]([CH2:23][CH2:24][CH:25]([CH3:27])[CH3:26])[C:13](=[O:28])[C:12]=1[C:7]1[NH:6][C:5]2[CH:29]=[CH:30][C:2]([NH:1][S:36]([C:32]3[S:31][CH:35]=[CH:34][CH:33]=3)(=[O:38])=[O:37])=[CH:3][C:4]=2[S:9](=[O:11])(=[O:10])[N:8]=1. The yield is 0.350. (3) The reactants are [CH3:1][O:2][C:3](=[O:29])[CH:4]=[C:5]([C:7]1[CH:28]=[CH:27][C:10]2[S:11][CH:12]=[C:13]([C:14]3[CH:19]=[C:18]([CH:20]([CH3:22])[CH3:21])[CH:17]=[C:16]([CH:23]([CH3:25])[CH3:24])[C:15]=3[OH:26])[C:9]=2[CH:8]=1)[CH3:6].I[CH3:31].[F-].[Cs+].O. The catalyst is CN(C=O)C. The product is [CH3:1][O:2][C:3](=[O:29])[CH:4]=[C:5]([C:7]1[CH:28]=[CH:27][C:10]2[S:11][CH:12]=[C:13]([C:14]3[CH:19]=[C:18]([CH:20]([CH3:22])[CH3:21])[CH:17]=[C:16]([CH:23]([CH3:24])[CH3:25])[C:15]=3[O:26][CH3:31])[C:9]=2[CH:8]=1)[CH3:6]. The yield is 0.980. (4) The reactants are [Cl:1][C:2]1[CH:9]=[C:8]([N:10]2[C:14](=[O:15])[CH:13]=[C:12]([OH:16])[CH:11]2[CH:17]([CH3:19])[CH3:18])[CH:7]=[CH:6][C:3]=1[C:4]#[N:5].C(O)(=O)C.[BH4-].[Na+].O. The catalyst is C(#N)C. The product is [Cl:1][C:2]1[CH:9]=[C:8]([N:10]2[C:14](=[O:15])[CH2:13][C@H:12]([OH:16])[C@@H:11]2[CH:17]([CH3:19])[CH3:18])[CH:7]=[CH:6][C:3]=1[C:4]#[N:5]. The yield is 0.250. (5) The reactants are Br[C:2]1[S:6][C:5]([NH:7][C:8]([NH:10][C:11]2[CH:16]=[CH:15][C:14]([CH3:17])=[CH:13][C:12]=2[C:18]([CH:20]2[CH2:24][CH2:23][CH2:22][CH2:21]2)=[O:19])=[O:9])=[N:4][CH:3]=1.[SH:25][CH2:26][CH2:27][NH:28][C:29](=[O:31])[CH3:30]. No catalyst specified. The product is [CH:20]1([C:18]([C:12]2[CH:13]=[C:14]([CH3:17])[CH:15]=[CH:16][C:11]=2[NH:10][C:8](=[O:9])[NH:7][C:5]2[S:6][C:2]([S:25][CH2:26][CH2:27][NH:28][C:29](=[O:31])[CH3:30])=[CH:3][N:4]=2)=[O:19])[CH2:24][CH2:23][CH2:22][CH2:21]1. The yield is 0.350. (6) The reactants are [Cl:1][C:2]1[CH:7]=[C:6]([C:8](=[O:12])[N:9]([CH3:11])[CH3:10])[CH:5]=[CH:4][C:3]=1[N:13]([CH3:33])[C:14]([C:16]1[S:32][C:19]2[C:20]3[CH:28]=[CH:27][C:26]([C:29](O)=[O:30])=[CH:25][C:21]=3[O:22][CH2:23][CH2:24][C:18]=2[CH:17]=1)=[O:15].[CH2:34]([NH2:36])[CH3:35].N1C=CC=CC=1. The catalyst is O=S(Cl)Cl.C1COCC1. The product is [Cl:1][C:2]1[CH:7]=[C:6]([C:8](=[O:12])[N:9]([CH3:10])[CH3:11])[CH:5]=[CH:4][C:3]=1[N:13]([CH3:33])[C:14]([C:16]1[S:32][C:19]2[C:20]3[CH:28]=[CH:27][C:26]([C:29]([NH:36][CH2:34][CH3:35])=[O:30])=[CH:25][C:21]=3[O:22][CH2:23][CH2:24][C:18]=2[CH:17]=1)=[O:15]. The yield is 0.310.